This data is from Forward reaction prediction with 1.9M reactions from USPTO patents (1976-2016). The task is: Predict the product of the given reaction. (1) Given the reactants [Cl:1][C:2]1[CH:3]=[CH:4][C:5]([N+:21]([O-])=O)=[C:6]([C:8]2[CH:12]=[C:11]([C:13]3[CH:18]=[CH:17][C:16]([F:19])=[CH:15][C:14]=3[F:20])[O:10][N:9]=2)[CH:7]=1.C([O-])([O-])=O.[Na+].[Na+].[O-]S(S([O-])=O)=O.[Na+].[Na+].CCOC(C)=O, predict the reaction product. The product is: [Cl:1][C:2]1[CH:3]=[CH:4][C:5]([NH2:21])=[C:6]([C:8]2[CH:12]=[C:11]([C:13]3[CH:18]=[CH:17][C:16]([F:19])=[CH:15][C:14]=3[F:20])[O:10][N:9]=2)[CH:7]=1. (2) Given the reactants [H-].[Na+].[CH2:3]=[CH:4][CH2:5][CH:6]([OH:10])[CH2:7][CH:8]=[CH2:9].[C:11]([Si:15]([C:23]1[CH:28]=[CH:27][CH:26]=[CH:25][CH:24]=1)([C:17]1[CH:22]=[CH:21][CH:20]=[CH:19][CH:18]=1)Cl)([CH3:14])([CH3:13])[CH3:12], predict the reaction product. The product is: [Si:15]([O:10][CH:6]([CH2:7][CH:8]=[CH2:9])[CH2:5][CH:4]=[CH2:3])([C:11]([CH3:14])([CH3:13])[CH3:12])([C:23]1[CH:24]=[CH:25][CH:26]=[CH:27][CH:28]=1)[C:17]1[CH:22]=[CH:21][CH:20]=[CH:19][CH:18]=1. (3) Given the reactants [Br:1][C:2]1[CH:3]=[C:4]([CH:20]=[CH:21][C:22]=1[F:23])[CH2:5][C:6]1[C:15]2[C:10](=[C:11]([N+:16]([O-])=O)[CH:12]=[CH:13][CH:14]=2)[C:9](=[O:19])[NH:8][N:7]=1.[Cl-].[NH4+], predict the reaction product. The product is: [NH2:16][C:11]1[CH:12]=[CH:13][CH:14]=[C:15]2[C:10]=1[C:9](=[O:19])[NH:8][N:7]=[C:6]2[CH2:5][C:4]1[CH:20]=[CH:21][C:22]([F:23])=[C:2]([Br:1])[CH:3]=1. (4) Given the reactants [CH2:1]([O:3][C:4](=[O:9])[CH2:5][C:6](=O)[CH3:7])[CH3:2].[CH:10](=O)[CH3:11].[NH2:13][C:14]([NH2:16])=[O:15], predict the reaction product. The product is: [CH2:1]([O:3][C:4]([C:5]1[CH:10]([CH3:11])[NH:16][C:14]([OH:15])=[N:13][C:6]=1[CH3:7])=[O:9])[CH3:2].